This data is from Full USPTO retrosynthesis dataset with 1.9M reactions from patents (1976-2016). The task is: Predict the reactants needed to synthesize the given product. Given the product [CH3:12][O:13][C:14](=[O:43])[N:15]=[C:16]([S:41][CH3:42])[C:17]([C:31]1[CH:36]=[CH:35][C:34]([O:37][CH2:8][CH2:9][O:10][CH3:11])=[C:33]([O:38][CH2:39][CH3:40])[CH:32]=1)=[N:18][C:19]1[CH:24]=[CH:23][C:22]([C:25]2[N:29]=[C:28]([CH3:30])[O:27][N:26]=2)=[CH:21][CH:20]=1, predict the reactants needed to synthesize it. The reactants are: C(=O)([O-])[O-].[K+].[K+].Br[CH2:8][CH2:9][O:10][CH3:11].[CH3:12][O:13][C:14](=[O:43])[N:15]=[C:16]([S:41][CH3:42])[C:17]([C:31]1[CH:36]=[CH:35][C:34]([OH:37])=[C:33]([O:38][CH2:39][CH3:40])[CH:32]=1)=[N:18][C:19]1[CH:24]=[CH:23][C:22]([C:25]2[N:29]=[C:28]([CH3:30])[O:27][N:26]=2)=[CH:21][CH:20]=1.O.